This data is from Reaction yield outcomes from USPTO patents with 853,638 reactions. The task is: Predict the reaction yield, written as a fraction of the theoretical maximum amount of product (1.0 means a 100% yield; for example, 0.34 means a 34% yield). The reactants are [CH2:1]([O:8][C@@H:9]1[C@@H:15]([O:16][CH2:17][C:18]2[CH:23]=[CH:22][CH:21]=[CH:20][CH:19]=2)[C@:14]2([C:25]3[CH:30]=[CH:29][C:28]([Cl:31])=[C:27]([CH2:32][C:33]4[CH:38]=[CH:37][C:36]([O:39][CH2:40][CH3:41])=[CH:35][CH:34]=4)[CH:26]=3)[O:24][C@@:11]([CH2:42][OH:43])([CH2:12][O:13]2)[C:10]1=[O:44])[C:2]1[CH:7]=[CH:6][CH:5]=[CH:4][CH:3]=1.[C:45](OC(=O)C)(=[O:47])[CH3:46].C(N(CC)CC)C. The catalyst is ClCCl. The product is [C:45]([O:43][CH2:42][C@:11]12[O:24][C@:14]([C:25]3[CH:30]=[CH:29][C:28]([Cl:31])=[C:27]([CH2:32][C:33]4[CH:34]=[CH:35][C:36]([O:39][CH2:40][CH3:41])=[CH:37][CH:38]=4)[CH:26]=3)([O:13][CH2:12]1)[C@H:15]([O:16][CH2:17][C:18]1[CH:19]=[CH:20][CH:21]=[CH:22][CH:23]=1)[C@@H:9]([O:8][CH2:1][C:2]1[CH:7]=[CH:6][CH:5]=[CH:4][CH:3]=1)[C:10]2=[O:44])(=[O:47])[CH3:46]. The yield is 0.846.